This data is from Peptide-MHC class I binding affinity with 185,985 pairs from IEDB/IMGT. The task is: Regression. Given a peptide amino acid sequence and an MHC pseudo amino acid sequence, predict their binding affinity value. This is MHC class I binding data. (1) The peptide sequence is KPNSFTFSF. The MHC is HLA-B15:03 with pseudo-sequence HLA-B15:03. The binding affinity (normalized) is 0.488. (2) The peptide sequence is KACDLAMCY. The MHC is HLA-A02:01 with pseudo-sequence HLA-A02:01. The binding affinity (normalized) is 0.0847. (3) The peptide sequence is FLPGQYMNI. The MHC is HLA-A03:01 with pseudo-sequence HLA-A03:01. The binding affinity (normalized) is 0.0847.